Dataset: Reaction yield outcomes from USPTO patents with 853,638 reactions. Task: Predict the reaction yield, written as a fraction of the theoretical maximum amount of product (1.0 means a 100% yield; for example, 0.34 means a 34% yield). (1) The reactants are [C:1]([C:3]1[CH:51]=[CH:50][C:6]([C:7](/[N:9]=[C:10]2/[N:11]([C@@H:28]3[CH2:33][CH2:32][C@H:31]([C:34]([N:36]4[CH2:41][CH2:40][N:39](C(OC(C)(C)C)=O)[CH2:38][C@H:37]4[CH3:49])=[O:35])[CH2:30][CH2:29]3)[C:12]3[CH:17]=[C:16]([O:18][CH2:19][CH2:20][N:21]4[CH2:26][CH2:25][CH2:24][CH2:23][CH2:22]4)[N:15]=[CH:14][C:13]=3[NH:27]/2)=[O:8])=[CH:5][CH:4]=1)#[N:2].Cl. No catalyst specified. The product is [C:1]([C:3]1[CH:4]=[CH:5][C:6]([C:7](/[N:9]=[C:10]2/[N:11]([C@H:28]3[CH2:29][CH2:30][C@@H:31]([C:34]([N:36]4[CH2:41][CH2:40][NH:39][CH2:38][C@H:37]4[CH3:49])=[O:35])[CH2:32][CH2:33]3)[C:12]3[CH:17]=[C:16]([O:18][CH2:19][CH2:20][N:21]4[CH2:22][CH2:23][CH2:24][CH2:25][CH2:26]4)[N:15]=[CH:14][C:13]=3[NH:27]/2)=[O:8])=[CH:50][CH:51]=1)#[N:2]. The yield is 0.167. (2) The reactants are [F:1][C:2]1[CH:7]=[CH:6][C:5]([NH:8][C:9]([NH:11]C(=O)C2C=CC=CC=2)=[S:10])=[CH:4][CH:3]=1.Cl. The yield is 0.920. The catalyst is [OH-].[Na+]. The product is [F:1][C:2]1[CH:3]=[CH:4][C:5]([NH:8][C:9]([NH2:11])=[S:10])=[CH:6][CH:7]=1. (3) The reactants are [CH2:1]([P:3]([OH:5])[OH:4])[CH3:2].[C:6](#[N:9])[CH:7]=[CH2:8].[O-]S(OOS([O-])(=O)=O)(=O)=O.[Na+].[Na+]. The catalyst is O. The product is [CH2:1]([P:3]([CH2:8][CH2:7][C:6]#[N:9])(=[O:5])[OH:4])[CH3:2]. The yield is 0.830.